This data is from NCI-60 drug combinations with 297,098 pairs across 59 cell lines. The task is: Regression. Given two drug SMILES strings and cell line genomic features, predict the synergy score measuring deviation from expected non-interaction effect. (1) Drug 1: CC1CCC2CC(C(=CC=CC=CC(CC(C(=O)C(C(C(=CC(C(=O)CC(OC(=O)C3CCCCN3C(=O)C(=O)C1(O2)O)C(C)CC4CCC(C(C4)OC)OCCO)C)C)O)OC)C)C)C)OC. Drug 2: CC(C)NC(=O)C1=CC=C(C=C1)CNNC.Cl. Cell line: CAKI-1. Synergy scores: CSS=-0.256, Synergy_ZIP=-3.47, Synergy_Bliss=-5.15, Synergy_Loewe=-7.64, Synergy_HSA=-4.37. (2) Drug 1: C1CN1C2=NC(=NC(=N2)N3CC3)N4CC4. Drug 2: CC1C(C(CC(O1)OC2CC(OC(C2O)C)OC3=CC4=CC5=C(C(=O)C(C(C5)C(C(=O)C(C(C)O)O)OC)OC6CC(C(C(O6)C)O)OC7CC(C(C(O7)C)O)OC8CC(C(C(O8)C)O)(C)O)C(=C4C(=C3C)O)O)O)O. Cell line: MCF7. Synergy scores: CSS=50.8, Synergy_ZIP=-0.604, Synergy_Bliss=-0.109, Synergy_Loewe=-11.4, Synergy_HSA=-0.716.